From a dataset of Full USPTO retrosynthesis dataset with 1.9M reactions from patents (1976-2016). Predict the reactants needed to synthesize the given product. (1) Given the product [OH:13][NH:12][C:9]([C:5]1[S:4][CH:8]=[CH:7][CH:6]=1)=[NH:10], predict the reactants needed to synthesize it. The reactants are: C(O)C.[S:4]1[CH:8]=[CH:7][CH:6]=[C:5]1[C:9]#[N:10].Cl.[NH2:12][OH:13].[OH-].[Na+]. (2) The reactants are: N[C:2]1[CH:20]=[CH:19][C:5]([O:6][C:7]2[N:12]=[CH:11][N:10]=[C:9]([NH:13][C:14]([CH:16]3[CH2:18][CH2:17]3)=[O:15])[CH:8]=2)=[CH:4][C:3]=1[CH3:21].[C:22](=[NH:35])([C:29]1[CH:34]=[CH:33][CH:32]=[CH:31][CH:30]=1)[C:23]1[CH:28]=[CH:27][CH:26]=[CH:25][CH:24]=1.CC([O-])(C)C.[K+].CC1(C)C2C(=C(P(C3C=CC=CC=3)C3C=CC=CC=3)C=CC=2)OC2C(P(C3C=CC=CC=3)C3C=CC=CC=3)=CC=CC1=2. Given the product [C:22](=[N:35][C:20]1[CH:19]=[C:5]([CH:4]=[C:3]([CH3:21])[CH:2]=1)[O:6][C:7]1[N:12]=[CH:11][N:10]=[C:9]([NH:13][C:14]([CH:16]2[CH2:18][CH2:17]2)=[O:15])[CH:8]=1)([C:29]1[CH:30]=[CH:31][CH:32]=[CH:33][CH:34]=1)[C:23]1[CH:28]=[CH:27][CH:26]=[CH:25][CH:24]=1, predict the reactants needed to synthesize it. (3) Given the product [CH:19]([OH:21])=[O:55].[CH3:22][C@H:11]1[C@H:10]([CH3:23])[C@@H:9]([NH:8][C:2]2[CH:7]=[CH:6][CH:5]=[CH:4][CH:3]=2)[C:18]2[C:13](=[CH:14][N:15]=[CH:16][CH:17]=2)[N:12]1[C:19](=[O:21])[CH3:20], predict the reactants needed to synthesize it. The reactants are: Br[C:2]1[CH:7]=[CH:6][CH:5]=[CH:4][CH:3]=1.[NH2:8][C@H:9]1[C:18]2[C:13](=[CH:14][N:15]=[CH:16][CH:17]=2)[N:12]([C:19](=[O:21])[CH3:20])[C@@H:11]([CH3:22])[C@@H:10]1[CH3:23].CC(C1C=C(C(C)C)C(C2C(P(C3CCCCC3)C3CCCCC3)=C([O:55]C)C=CC=2OC)=C(C(C)C)C=1)C.CC(C)([O-])C.[Na+]. (4) Given the product [CH2:1]([O:8][C:9](=[O:10])[N:11]([C@H:12]([C:13](=[O:15])[NH:18][C:19]1[C:20](=[O:26])[NH:21][C:22]([Br:25])=[CH:23][CH:24]=1)[CH3:16])[CH3:17])[C:2]1[CH:3]=[CH:4][CH:5]=[CH:6][CH:7]=1, predict the reactants needed to synthesize it. The reactants are: [CH2:1]([O:8][C:9]([N:11]([CH3:17])[C@@H:12]([CH3:16])[C:13]([OH:15])=O)=[O:10])[C:2]1[CH:7]=[CH:6][CH:5]=[CH:4][CH:3]=1.[NH2:18][C:19]1[C:20](=[O:26])[NH:21][C:22]([Br:25])=[CH:23][CH:24]=1.C(N(CC)CC)C. (5) Given the product [F:25][C:26]1[CH:27]=[C:28]([NH:37][C:38]([C@@H:40]2[N:49]([C:63]([C@H:61]3[CH2:60][C@H:59]([CH2:58][C:57]([O:56][C:52]([CH3:55])([CH3:54])[CH3:53])=[O:66])[CH2:62]3)=[O:64])[CH2:48][CH2:47][C:46]3[N:45]=[C:44]([O:50][CH3:51])[CH:43]=[CH:42][C:41]2=3)=[O:39])[CH:29]=[C:30]2[C:34]=1[C:33]([CH3:35])([CH3:36])[CH2:32][CH2:31]2, predict the reactants needed to synthesize it. The reactants are: CN(C(ON1N=NC2C=CC=NC1=2)=[N+](C)C)C.F[P-](F)(F)(F)(F)F.[F:25][C:26]1[CH:27]=[C:28]([NH:37][C:38]([C@@H:40]2[NH:49][CH2:48][CH2:47][C:46]3[N:45]=[C:44]([O:50][CH3:51])[CH:43]=[CH:42][C:41]2=3)=[O:39])[CH:29]=[C:30]2[C:34]=1[C:33]([CH3:36])([CH3:35])[CH2:32][CH2:31]2.[C:52]([O:56][C:57](=[O:66])[CH2:58][C@H:59]1[CH2:62][C@H:61]([C:63](O)=[O:64])[CH2:60]1)([CH3:55])([CH3:54])[CH3:53].CCN(C(C)C)C(C)C. (6) Given the product [CH3:7][N:6]1[C:2]([C:19]2[CH2:24][CH2:23][N:22]([C:25]([O:27][C:28]([CH3:31])([CH3:30])[CH3:29])=[O:26])[CH2:21][CH:20]=2)=[C:3]([N+:8]([O-:10])=[O:9])[CH:4]=[N:5]1, predict the reactants needed to synthesize it. The reactants are: Cl[C:2]1[N:6]([CH3:7])[N:5]=[CH:4][C:3]=1[N+:8]([O-:10])=[O:9].CC1(C)C(C)(C)OB([C:19]2[CH2:24][CH2:23][N:22]([C:25]([O:27][C:28]([CH3:31])([CH3:30])[CH3:29])=[O:26])[CH2:21][CH:20]=2)O1. (7) Given the product [NH2:35][C:33]1[N:32]=[CH:31][N:30]=[C:29]2[N:28]([C@H:36]3[CH2:41][CH2:40][C@@H:39]([N:42]4[CH2:43][CH2:44][N:45]([CH3:48])[CH2:46][CH2:47]4)[CH2:38][CH2:37]3)[N:27]=[C:26]([C:9]3[CH:10]=[CH:11][C:12]([O:13][C:14]4[CH:15]=[CH:16][C:17]([C:18]#[N:19])=[CH:20][CH:21]=4)=[CH:22][CH:23]=3)[C:34]=12, predict the reactants needed to synthesize it. The reactants are: CC1(C)C(C)(C)OB([C:9]2[CH:23]=[CH:22][C:12]([O:13][C:14]3[CH:21]=[CH:20][C:17]([C:18]#[N:19])=[CH:16][CH:15]=3)=[CH:11][CH:10]=2)O1.I[C:26]1[C:34]2[C:29](=[N:30][CH:31]=[N:32][C:33]=2[NH2:35])[N:28]([C@H:36]2[CH2:41][CH2:40][C@@H:39]([N:42]3[CH2:47][CH2:46][N:45]([CH3:48])[CH2:44][CH2:43]3)[CH2:38][CH2:37]2)[N:27]=1.O.C(=O)([O-])[O-].[Na+].[Na+]. (8) Given the product [C:22]([NH:1][C:2]1[CH:7]=[CH:6][C:5]([N:8]2[C:12]([CH2:13][CH2:14][CH3:15])=[C:11]([C:16]([NH:18][CH:19]3[CH2:20][CH2:21]3)=[O:17])[N:10]=[N:9]2)=[CH:4][CH:3]=1)(=[O:29])[C:23]1[CH:28]=[CH:27][CH:26]=[CH:25][CH:24]=1, predict the reactants needed to synthesize it. The reactants are: [NH2:1][C:2]1[CH:7]=[CH:6][C:5]([N:8]2[C:12]([CH2:13][CH2:14][CH3:15])=[C:11]([C:16]([NH:18][CH:19]3[CH2:21][CH2:20]3)=[O:17])[N:10]=[N:9]2)=[CH:4][CH:3]=1.[C:22](Cl)(=[O:29])[C:23]1[CH:28]=[CH:27][CH:26]=[CH:25][CH:24]=1. (9) Given the product [Br:1][C:2]1[CH:15]=[CH:14][C:5]([N:6]2[C:7]([C:8]3[CH:9]=[CH:10][N:11]=[CH:12][CH:13]=3)=[CH:26][N:27]=[CH:29]2)=[CH:4][CH:3]=1, predict the reactants needed to synthesize it. The reactants are: [Br:1][C:2]1[CH:15]=[CH:14][C:5]([N:6]=[CH:7][C:8]2[CH:13]=[CH:12][N:11]=[CH:10][CH:9]=2)=[CH:4][CH:3]=1.C1(C)C=CC(S(C[C:26]#[N:27])(=O)=O)=CC=1.[C:29]([O-])([O-])=O.[K+].[K+].O.